The task is: Predict the reactants needed to synthesize the given product.. This data is from Full USPTO retrosynthesis dataset with 1.9M reactions from patents (1976-2016). (1) Given the product [OH:3][NH:2][C:4](=[NH:5])[C:6]1[CH:15]=[CH:14][CH:13]=[C:12]2[C:7]=1[CH:8]=[CH:9][N:10]=[C:11]2[CH2:16][CH2:17][C:18]([O:20][C:21]([CH3:23])([CH3:22])[CH3:24])=[O:19], predict the reactants needed to synthesize it. The reactants are: Cl.[NH2:2][OH:3].[C:4]([C:6]1[CH:15]=[CH:14][CH:13]=[C:12]2[C:7]=1[CH:8]=[CH:9][N:10]=[C:11]2[CH2:16][CH2:17][C:18]([O:20][C:21]([CH3:24])([CH3:23])[CH3:22])=[O:19])#[N:5].C(=O)(O)[O-].[Na+]. (2) Given the product [CH2:25]([C:24]1[CH:23]=[C:22]2[C:6](=[CH:7][CH:8]=1)[CH:16]=[C:19](/[CH:18]=[CH:17]/[C:21]1[C:20]([S:34][CH3:35])=[CH:19][C:18]3[C:23](=[CH:24][CH:25]=[C:16]([CH2:6][CH2:7][CH2:8][CH2:9][CH2:10][CH2:17][CH2:18][CH2:19][CH2:20][CH3:21])[CH:17]=3)[CH:22]=1)[C:20]([S:34][CH3:35])=[CH:21]2)[CH2:16][CH2:6][CH2:7][CH2:8][CH2:9][CH2:10][CH2:24][CH2:23][CH3:22], predict the reactants needed to synthesize it. The reactants are: CN(C=O)C.[CH2:6]([C:16]1[CH:17]=[C:18]2[C:23](=[CH:24][CH:25]=1)[CH:22]=[C:21](OS(C(F)(F)F)(=O)=O)[C:20]([S:34][CH3:35])=[CH:19]2)[CH2:7][CH2:8][CH2:9][CH2:10]CCCCC. (3) Given the product [C:29]([O:28][C:26]([N:10]([CH2:11][C:12]1[N:17]2[CH:18]=[CH:19][N:20]=[C:16]2[CH:15]=[CH:14][CH:13]=1)[CH2:9][CH2:8][CH2:7][CH2:6][NH:5][C:3](=[O:4])[C:2]([F:1])([F:25])[C:21]([F:23])([F:24])[F:22])=[O:27])([CH3:32])([CH3:31])[CH3:30], predict the reactants needed to synthesize it. The reactants are: [F:1][C:2]([F:25])([C:21]([F:24])([F:23])[F:22])[C:3]([NH:5][CH2:6][CH2:7][CH2:8][CH2:9][NH:10][CH2:11][C:12]1[N:17]2[CH:18]=[CH:19][N:20]=[C:16]2[CH:15]=[CH:14][CH:13]=1)=[O:4].[C:26](O[C:26]([O:28][C:29]([CH3:32])([CH3:31])[CH3:30])=[O:27])([O:28][C:29]([CH3:32])([CH3:31])[CH3:30])=[O:27]. (4) Given the product [CH:23]1([CH2:26][CH:15]([C:8]2[CH:9]=[CH:10][C:11]([N+:12]([O-:14])=[O:13])=[C:6]([O:5][CH2:4][CH:1]3[CH2:2][CH2:3]3)[CH:7]=2)[C:16]([O:18][CH2:19][CH3:20])=[O:17])[CH2:25][CH2:24]1, predict the reactants needed to synthesize it. The reactants are: [CH:1]1([CH2:4][O:5][C:6]2[CH:7]=[C:8]([CH2:15][C:16]([O:18][CH2:19][CH3:20])=[O:17])[CH:9]=[CH:10][C:11]=2[N+:12]([O-:14])=[O:13])[CH2:3][CH2:2]1.[H-].[Na+].[CH:23]1([CH2:26]Br)[CH2:25][CH2:24]1.[NH4+].[Cl-]. (5) Given the product [CH3:1][NH:2][C:3]1[C:8]([NH2:9])=[CH:7][CH:6]=[C:5]([C:12]2[CH:21]=[CH:20][C:19]3[C:14](=[CH:15][CH:16]=[CH:17][CH:18]=3)[CH:13]=2)[N:4]=1, predict the reactants needed to synthesize it. The reactants are: [CH3:1][NH:2][C:3]1[C:8]([N+:9]([O-])=O)=[CH:7][CH:6]=[C:5]([C:12]2[CH:21]=[CH:20][C:19]3[C:14](=[CH:15][CH:16]=[CH:17][CH:18]=3)[CH:13]=2)[N:4]=1. (6) Given the product [NH2:1][CH:4]1[CH2:7][C:6]([C:10]2[CH:15]=[CH:14][CH:13]=[CH:12][N:11]=2)([C:8]#[N:9])[CH2:5]1, predict the reactants needed to synthesize it. The reactants are: [N:1]([CH:4]1[CH2:7][C:6]([C:10]2[CH:15]=[CH:14][CH:13]=[CH:12][N:11]=2)([C:8]#[N:9])[CH2:5]1)=[N+]=[N-].C1(P(C2C=CC=CC=2)C2C=CC=CC=2)C=CC=CC=1. (7) Given the product [O:1]1[C:5]2[CH:6]=[CH:7][CH:8]=[CH:9][C:4]=2[CH:3]=[C:2]1[C:10]1[N:14]2[N:15]=[C:16]([NH:20][CH2:21][CH:22]([OH:25])[CH2:23][CH3:24])[CH:17]=[CH:18][C:13]2=[N:12][CH:11]=1, predict the reactants needed to synthesize it. The reactants are: [O:1]1[C:5]2[CH:6]=[CH:7][CH:8]=[CH:9][C:4]=2[CH:3]=[C:2]1[C:10]1[N:14]2[N:15]=[C:16](Cl)[CH:17]=[CH:18][C:13]2=[N:12][CH:11]=1.[NH2:20][CH2:21][CH:22]([OH:25])[CH2:23][CH3:24]. (8) The reactants are: [CH3:1][O:2][C:3]1[CH:8]=[C:7]([B:9]2[O:13][C:12]([CH3:15])([CH3:14])[C:11]([CH3:17])([CH3:16])[O:10]2)[CH:6]=[CH:5][C:4]=1[NH:18][C:19](=[O:24])[O:20][CH:21]([CH3:23])[CH3:22].[H-].[Na+].I[CH3:28].[Cl-].[NH4+]. Given the product [CH3:1][O:2][C:3]1[CH:8]=[C:7]([B:9]2[O:13][C:12]([CH3:14])([CH3:15])[C:11]([CH3:17])([CH3:16])[O:10]2)[CH:6]=[CH:5][C:4]=1[N:18]([CH3:28])[C:19](=[O:24])[O:20][CH:21]([CH3:22])[CH3:23], predict the reactants needed to synthesize it.